Dataset: Peptide-MHC class I binding affinity with 185,985 pairs from IEDB/IMGT. Task: Regression. Given a peptide amino acid sequence and an MHC pseudo amino acid sequence, predict their binding affinity value. This is MHC class I binding data. The peptide sequence is IYVLVMLVL. The MHC is HLA-B35:01 with pseudo-sequence HLA-B35:01. The binding affinity (normalized) is 0.